Dataset: Forward reaction prediction with 1.9M reactions from USPTO patents (1976-2016). Task: Predict the product of the given reaction. (1) Given the reactants [H-].[Al+3].[Li+].[H-].[H-].[H-].[S:7]1[C:15]2[CH2:14][CH2:13][N:12]([C:16]([O:18][C:19]([CH3:22])([CH3:21])[CH3:20])=[O:17])[CH2:11][C:10]=2[CH:9]=[C:8]1[C:23](OCC)=[O:24].C(OCC)(=O)C.CCCCCC, predict the reaction product. The product is: [OH:24][CH2:23][C:8]1[S:7][C:15]2[CH2:14][CH2:13][N:12]([C:16]([O:18][C:19]([CH3:22])([CH3:21])[CH3:20])=[O:17])[CH2:11][C:10]=2[CH:9]=1. (2) Given the reactants [Cl:1][C:2]1[N:7]=[C:6]([NH:8][NH:9][C:10](=[O:29])[C@H:11]([CH2:23][CH:24]2[CH2:28][CH2:27][CH2:26][CH2:25]2)[CH2:12][N:13]([O:16]C2CCCCO2)[CH:14]=[O:15])[C:5]([F:30])=[C:4]([N:31]([CH3:39])[CH2:32][C:33]2[CH:38]=[CH:37][N:36]=[CH:35][CH:34]=2)[N:3]=1, predict the reaction product. The product is: [Cl:1][C:2]1[N:7]=[C:6]([NH:8][NH:9][C:10](=[O:29])[C@H:11]([CH2:23][CH:24]2[CH2:25][CH2:26][CH2:27][CH2:28]2)[CH2:12][N:13]([OH:16])[CH:14]=[O:15])[C:5]([F:30])=[C:4]([N:31]([CH3:39])[CH2:32][C:33]2[CH:34]=[CH:35][N:36]=[CH:37][CH:38]=2)[N:3]=1. (3) Given the reactants [Br:1][C:2]1[CH:3]=[CH:4][C:5]([NH:11][C:12]2[C:13]3[CH:21]=[CH:20][N:19]([S:22]([C:25]4[CH:30]=[CH:29][C:28]([CH3:31])=[CH:27][CH:26]=4)(=[O:24])=[O:23])[C:14]=3[N:15]=[C:16](Cl)[N:17]=2)=[C:6]([CH:10]=1)[C:7]([NH2:9])=[O:8].[OH-].[NH4+].[CH3:34][CH:35]([N:37]1[CH2:42][CH2:41][N:40]([C:43]2[CH:49]=[CH:48][C:46]([NH2:47])=[C:45]([O:50][CH3:51])[CH:44]=2)[CH2:39][CH2:38]1)[CH3:36], predict the reaction product. The product is: [Br:1][C:2]1[CH:3]=[CH:4][C:5]([NH:11][C:12]2[C:13]3[CH:21]=[CH:20][N:19]([S:22]([C:25]4[CH:30]=[CH:29][C:28]([CH3:31])=[CH:27][CH:26]=4)(=[O:24])=[O:23])[C:14]=3[N:15]=[C:16]([NH:47][C:46]3[CH:48]=[CH:49][C:43]([N:40]4[CH2:41][CH2:42][N:37]([CH:35]([CH3:34])[CH3:36])[CH2:38][CH2:39]4)=[CH:44][C:45]=3[O:50][CH3:51])[N:17]=2)=[C:6]([CH:10]=1)[C:7]([NH2:9])=[O:8]. (4) Given the reactants [F:1][C:2]1[CH:10]=[CH:9][C:5]([C:6]([OH:8])=O)=[C:4]([CH3:11])[CH:3]=1.Cl.[F:13][C:14]1[CH:19]=[CH:18][CH:17]=[CH:16][C:15]=1[C:20]1[O:24][N:23]=[C:22]([CH:25]2[CH2:30][CH2:29][CH2:28][NH:27][CH2:26]2)[N:21]=1, predict the reaction product. The product is: [F:1][C:2]1[CH:10]=[CH:9][C:5]([C:6]([N:27]2[CH2:28][CH2:29][CH2:30][CH:25]([C:22]3[N:21]=[C:20]([C:15]4[CH:16]=[CH:17][CH:18]=[CH:19][C:14]=4[F:13])[O:24][N:23]=3)[CH2:26]2)=[O:8])=[C:4]([CH3:11])[CH:3]=1. (5) Given the reactants [NH2:1][C:2]1[C:3]([NH:11][C:12]2([CH2:22][OH:23])[CH2:21][CH2:20][C:15]3([O:19][CH2:18][CH2:17][O:16]3)[CH2:14][CH2:13]2)=[C:4]2[S:10][CH:9]=[CH:8][C:5]2=[N:6][CH:7]=1.[CH:24]([O-])([O-])OCC.O.C1(C)C=CC(S(O)(=O)=O)=CC=1, predict the reaction product. The product is: [N:11]1([C:12]2([CH2:22][OH:23])[CH2:21][CH2:20][C:15]3([O:16][CH2:17][CH2:18][O:19]3)[CH2:14][CH2:13]2)[C:3]2=[C:4]3[S:10][CH:9]=[CH:8][C:5]3=[N:6][CH:7]=[C:2]2[N:1]=[CH:24]1. (6) Given the reactants [CH2:1]([CH:3]1[CH2:11][C:6]2([O:10][CH2:9][CH2:8][O:7]2)[CH2:5][CH:4]1[C:12]([O:14]CC)=[O:13])[CH3:2].[OH-].[Na+].C(O)(=O)CC(CC(O)=O)(C(O)=O)O, predict the reaction product. The product is: [CH2:1]([CH:3]1[CH2:11][C:6]2([O:7][CH2:8][CH2:9][O:10]2)[CH2:5][CH:4]1[C:12]([OH:14])=[O:13])[CH3:2]. (7) The product is: [N:25]1([CH2:24][CH2:23][CH2:22][O:21][C:18]2[CH:17]=[CH:16][C:15]([N:7]3[C:8]4[C:13](=[CH:12][CH:11]=[CH:10][CH:9]=4)[CH:14]=[C:6]3[CH2:4][OH:3])=[CH:20][CH:19]=2)[CH2:29][CH2:28][CH2:27][CH2:26]1. Given the reactants C([O:3][C:4]([C:6]1[N:7]([C:15]2[CH:20]=[CH:19][C:18]([O:21][CH2:22][CH2:23][CH2:24][N:25]3[CH2:29][CH2:28][CH2:27][CH2:26]3)=[CH:17][CH:16]=2)[C:8]2[C:13]([CH:14]=1)=[CH:12][CH:11]=[CH:10][CH:9]=2)=O)C.[H-].[Al+3].[Li+].[H-].[H-].[H-].O.[OH-].[Na+], predict the reaction product.